From a dataset of CYP2D6 inhibition data for predicting drug metabolism from PubChem BioAssay. Regression/Classification. Given a drug SMILES string, predict its absorption, distribution, metabolism, or excretion properties. Task type varies by dataset: regression for continuous measurements (e.g., permeability, clearance, half-life) or binary classification for categorical outcomes (e.g., BBB penetration, CYP inhibition). Dataset: cyp2d6_veith. (1) The compound is COC(=O)c1ccc(NC(=O)Cn2nc(-c3ccncc3)nc2SCC(=O)Nc2nccs2)cc1. The result is 1 (inhibitor). (2) The molecule is CC(C)=CCC/C(C)=C/CO/N=C1/C[C@@H](O)[C@@H](O)[C@@H]2[C@@H]3C(=O)N(C4CCCCC4)C(=O)[C@H]3CC[C@@H]12. The result is 0 (non-inhibitor). (3) The compound is CS(=O)(=O)N1CCC2(CC1)CN(C(c1ccccc1)c1ccccc1)C2. The result is 1 (inhibitor). (4) The molecule is Cc1ccc(SCc2nnc(NC(=O)c3ccccc3)s2)cc1. The result is 0 (non-inhibitor). (5) The molecule is Cc1cc(-c2ccccc2)[nH]c(=O)c1S(=O)(=O)c1ccc(Cl)cc1. The result is 0 (non-inhibitor). (6) The result is 1 (inhibitor). The molecule is C[C@@H](C(=O)Nc1ccc2ccccc2c1)[C@H]1C[C@]1(C)[C@H](NC(=O)c1cnccn1)c1ccccc1.